This data is from Choline transporter screen with 302,306 compounds. The task is: Binary Classification. Given a drug SMILES string, predict its activity (active/inactive) in a high-throughput screening assay against a specified biological target. (1) The molecule is Brc1ccc(OCCOc2c(nc(cc2)C)[N+]([O-])=O)cc1. The result is 0 (inactive). (2) The drug is FC(F)Oc1c(C(=O)Nc2[nH]c3c(n2)cccc3)cccc1. The result is 0 (inactive). (3) The molecule is o1c2c(nc1Cc1cc(OC)c(OC)cc1)ccc(C(=O)N(CCn1ccnc1)C)c2. The result is 0 (inactive). (4) The drug is Brc1sc(C(=O)N(CCN(CC)CC)c2sc3c(n2)cc2OCCOc2c3)cc1. The result is 0 (inactive). (5) The drug is Clc1c(Cn2c(/scc2)=N/C(=O)CCl)cccc1. The result is 0 (inactive). (6) The compound is Clc1c(S(=O)(=O)N2CCCC2)cc(OCC(=O)NC2CCCCC2)c(c1)C. The result is 1 (active).